Dataset: Forward reaction prediction with 1.9M reactions from USPTO patents (1976-2016). Task: Predict the product of the given reaction. (1) Given the reactants ClC(OC1C=CC=CC=1)=O.[F:11][C:12]([F:22])([F:21])[CH2:13][N:14]1[CH2:19][CH2:18][CH:17]([NH2:20])[CH2:16][CH2:15]1.N1(CCC2C=CC(N3CCC(N[C:43]([N:45]4[CH2:50][CH2:49][C:48](=[CH:51][C:52]5[CH:57]=[C:56]([F:58])[CH:55]=[CH:54][C:53]=5[F:59])[CH2:47][CH2:46]4)=[O:44])CC3)=CC=2)C=CN=N1.CCN(CC)CC, predict the reaction product. The product is: [F:59][C:53]1[CH:54]=[CH:55][C:56]([F:58])=[CH:57][C:52]=1[CH:51]=[C:48]1[CH2:49][CH2:50][N:45]([C:43]([NH:20][CH:17]2[CH2:18][CH2:19][N:14]([CH2:13][C:12]([F:11])([F:21])[F:22])[CH2:15][CH2:16]2)=[O:44])[CH2:46][CH2:47]1. (2) Given the reactants [OH:1][CH2:2][CH2:3][CH2:4][N:5]1[C:13](=[O:14])[C:12]2[NH:11][C:10]([O:15][C:16]3[CH:21]=[CH:20][CH:19]=[C:18]([O:22][C:23]([F:26])([F:25])[F:24])[CH:17]=3)=[N:9][C:8]=2[N:7]([CH3:27])[C:6]1=[O:28].Cl[CH2:30][C:31]1[CH:32]=[N:33][CH:34]=[C:35]([F:37])[CH:36]=1.C(=O)([O-])[O-].[K+].[K+], predict the reaction product. The product is: [F:37][C:35]1[CH:36]=[C:31]([CH2:30][N:11]2[C:12]3[C:13](=[O:14])[N:5]([CH2:4][CH2:3][CH2:2][OH:1])[C:6](=[O:28])[N:7]([CH3:27])[C:8]=3[N:9]=[C:10]2[O:15][C:16]2[CH:21]=[CH:20][CH:19]=[C:18]([O:22][C:23]([F:25])([F:26])[F:24])[CH:17]=2)[CH:32]=[N:33][CH:34]=1. (3) Given the reactants [CH2:1]1[C:11]2=[C:12]3[C:7](=[CH:8][CH:9]=[CH:10]2)[C:6](B2OC(C)(C)C(C)(C)O2)=[CH:5][CH:4]=[C:3]3[CH2:2]1.[Cl:22][C:23]1[CH:24]=[C:25]([CH2:29][N:30]2[CH:34]=[CH:33][N:32]=[C:31]2[CH3:35])[N:26]=[N:27][CH:28]=1, predict the reaction product. The product is: [ClH:22].[CH2:2]1[C:3]2=[C:12]3[C:7](=[CH:6][CH:5]=[CH:4]2)[C:8]([C:23]2[CH:24]=[C:25]([CH2:29][N:30]4[CH:34]=[CH:33][N:32]=[C:31]4[CH3:35])[N:26]=[N:27][CH:28]=2)=[CH:9][CH:10]=[C:11]3[CH2:1]1. (4) Given the reactants ClC([O:5][C:6](=O)[O:7]C(Cl)(Cl)Cl)(Cl)Cl.[CH:13]1([OH:17])[CH2:16][CH2:15][CH2:14]1.Cl.Cl.Cl.[F:21][C:22]1[CH:46]=[CH:45][CH:44]=[CH:43][C:23]=1[CH2:24][C:25]1[N:29]2[N:30]=[CH:31][CH:32]=[CH:33][C:28]2=[C:27]([C:34]2[N:39]=[C:38]([NH2:40])[C:37]([NH2:41])=[C:36]([NH2:42])[N:35]=2)[N:26]=1.[C:47](=O)(O)[O-:48].[Na+], predict the reaction product. The product is: [CH:6]([OH:7])=[O:5].[NH2:42][C:36]1[C:37]([NH:41][C:47](=[O:48])[O:17][CH:13]2[CH2:16][CH2:15][CH2:14]2)=[C:38]([NH2:40])[N:39]=[C:34]([C:27]2[N:26]=[C:25]([CH2:24][C:23]3[CH:43]=[CH:44][CH:45]=[CH:46][C:22]=3[F:21])[N:29]3[C:28]=2[CH:33]=[CH:32][CH:31]=[N:30]3)[N:35]=1.